Dataset: Reaction yield outcomes from USPTO patents with 853,638 reactions. Task: Predict the reaction yield, written as a fraction of the theoretical maximum amount of product (1.0 means a 100% yield; for example, 0.34 means a 34% yield). (1) The reactants are [N:1]1([C:5]([C:7]2[N:12]=[CH:11][C:10]([O:13][C:14]3[CH:15]=[C:16]([CH:31]=[C:32]([C:34](=[O:43])[NH:35][C:36]4[CH:41]=[N:40][C:39]([CH3:42])=[CH:38][N:37]=4)[CH:33]=3)[O:17][CH:18]([CH2:24][CH2:25]OS(C)(=O)=O)[C:19](OCC)=[O:20])=[CH:9][CH:8]=2)=[O:6])[CH2:4][CH2:3][CH2:2]1.[I-].[Na+].[CH2:46]([NH2:48])[CH3:47]. The catalyst is C(#N)C. The product is [N:1]1([C:5]([C:7]2[N:12]=[CH:11][C:10]([O:13][C:14]3[CH:33]=[C:32]([CH:31]=[C:16]([O:17][CH:18]4[CH2:24][CH2:25][N:48]([CH2:46][CH3:47])[C:19]4=[O:20])[CH:15]=3)[C:34]([NH:35][C:36]3[CH:41]=[N:40][C:39]([CH3:42])=[CH:38][N:37]=3)=[O:43])=[CH:9][CH:8]=2)=[O:6])[CH2:4][CH2:3][CH2:2]1. The yield is 0.870. (2) The reactants are [F:1][C:2]1[CH:3]=[C:4]2[C:8](=[CH:9][CH:10]=1)[NH:7][C:6]([CH:11]=[O:12])=[CH:5]2.CO.C1(C)C=CC(S([CH2:24][N+:25]#[C-:26])(=O)=O)=CC=1.C(=O)([O-])[O-].[K+].[K+]. The catalyst is CCCCCC. The product is [F:1][C:2]1[CH:3]=[C:4]2[C:8](=[CH:9][CH:10]=1)[NH:7][C:6]([C:11]1[O:12][CH:26]=[N:25][CH:24]=1)=[CH:5]2. The yield is 0.720. (3) The reactants are Br[C:2]1[C:10]2[N:9]=[C:8]([CH2:11][CH:12]3[CH2:17][CH2:16][CH2:15][CH2:14][N:13]3[C:18]([C:20]3[N:21]=[C:22]([CH3:32])[S:23][C:24]=3[C:25]3[CH:30]=[CH:29][C:28]([F:31])=[CH:27][CH:26]=3)=[O:19])[NH:7][C:6]=2[CH:5]=[CH:4][CH:3]=1.C([Sn](CCCC)(CCCC)[C:38]([O:40]CC)=[CH2:39])CCC.O. The catalyst is O1CCOCC1.Cl.C1C=CC([P]([Pd]([P](C2C=CC=CC=2)(C2C=CC=CC=2)C2C=CC=CC=2)([P](C2C=CC=CC=2)(C2C=CC=CC=2)C2C=CC=CC=2)[P](C2C=CC=CC=2)(C2C=CC=CC=2)C2C=CC=CC=2)(C2C=CC=CC=2)C2C=CC=CC=2)=CC=1. The product is [C:38]([C:2]1[C:10]2[N:9]=[C:8]([CH2:11][CH:12]3[CH2:17][CH2:16][CH2:15][CH2:14][N:13]3[C:18]([C:20]3[N:21]=[C:22]([CH3:32])[S:23][C:24]=3[C:25]3[CH:30]=[CH:29][C:28]([F:31])=[CH:27][CH:26]=3)=[O:19])[NH:7][C:6]=2[CH:5]=[CH:4][CH:3]=1)(=[O:40])[CH3:39]. The yield is 0.330. (4) The reactants are [F:1][C:2]([F:13])([C:6]1[CH:11]=[CH:10][C:9]([F:12])=[CH:8][N:7]=1)[C:3](O)=O.[NH2:14][C:15]1[C:23]([Br:24])=[CH:22][CH:21]=[CH:20][C:16]=1[C:17](O)=[O:18].P(OC1C=CC=CC=1)(OC1C=CC=CC=1)OC1C=CC=CC=1.Cl.[NH2:48]CCC(OCC)=O. The catalyst is N1C=CC=CC=1. The product is [Br:24][C:23]1[CH:22]=[CH:21][CH:20]=[C:16]2[C:15]=1[N:14]=[C:3]([C:2]([F:13])([F:1])[C:6]1[CH:11]=[CH:10][C:9]([F:12])=[CH:8][N:7]=1)[N:48]=[C:17]2[OH:18]. The yield is 0.520. (5) The reactants are [CH3:1][C:2]1[CH:11]=[CH:10][C:9]2[C:4](=[CH:5][CH:6]=[CH:7][C:8]=2[N:12]2[CH2:17][CH2:16][N:15]([CH2:18][CH2:19][C:20]3[CH:21]=[C:22]([CH:24]=[CH:25][CH:26]=3)[NH2:23])[CH2:14][CH2:13]2)[N:3]=1.[CH3:27][N:28]1[C:32]([CH3:33])=[CH:31][C:30]([C:34](O)=[O:35])=[N:29]1. No catalyst specified. The product is [CH3:27][N:28]1[C:32]([CH3:33])=[CH:31][C:30]([C:34]([NH:23][C:22]2[CH:24]=[CH:25][CH:26]=[C:20]([CH2:19][CH2:18][N:15]3[CH2:14][CH2:13][N:12]([C:8]4[CH:7]=[CH:6][CH:5]=[C:4]5[C:9]=4[CH:10]=[CH:11][C:2]([CH3:1])=[N:3]5)[CH2:17][CH2:16]3)[CH:21]=2)=[O:35])=[N:29]1. The yield is 0.350.